This data is from Catalyst prediction with 721,799 reactions and 888 catalyst types from USPTO. The task is: Predict which catalyst facilitates the given reaction. (1) Reactant: C=O.[C:3]1(C)C=CC(S(O)(=O)=O)=CC=1.[C:14]([O:18][C:19]([NH:21][CH2:22][CH2:23][C:24]1[CH:28]=[CH:27][O:26][CH:25]=1)=[O:20])([CH3:17])([CH3:16])[CH3:15].C(=O)(O)[O-].[Na+]. Product: [C:14]([O:18][C:19]([N:21]1[CH2:22][CH2:23][C:24]2[CH:28]=[CH:27][O:26][C:25]=2[CH2:3]1)=[O:20])([CH3:17])([CH3:15])[CH3:16]. The catalyst class is: 133. (2) Reactant: C([O:8][C:9]1[CH:14]=[CH:13][C:12]([CH2:15][C:16]([CH3:22])([CH3:21])[CH2:17][C:18]([OH:20])=[O:19])=[CH:11][CH:10]=1)C1C=CC=CC=1.Cl.O1CCO[CH2:26][CH2:25]1. Product: [OH:8][C:9]1[CH:10]=[CH:11][C:12]([CH2:15][C:16]([CH3:21])([CH3:22])[CH2:17][C:18]([O:20][CH2:25][CH3:26])=[O:19])=[CH:13][CH:14]=1. The catalyst class is: 14. (3) Reactant: [Br:1][C:2]1[CH:3]=[CH:4][C:5]2[O:10][CH2:9][CH2:8][NH:7][C:6]=2[CH:11]=1.CCN(CC)CC.[C:19](O[C:19]([O:21][C:22]([CH3:25])([CH3:24])[CH3:23])=[O:20])([O:21][C:22]([CH3:25])([CH3:24])[CH3:23])=[O:20]. Product: [Br:1][C:2]1[CH:3]=[CH:4][C:5]2[O:10][CH2:9][CH2:8][N:7]([C:19]([O:21][C:22]([CH3:25])([CH3:24])[CH3:23])=[O:20])[C:6]=2[CH:11]=1. The catalyst class is: 230.